Dataset: NCI-60 drug combinations with 297,098 pairs across 59 cell lines. Task: Regression. Given two drug SMILES strings and cell line genomic features, predict the synergy score measuring deviation from expected non-interaction effect. (1) Cell line: KM12. Synergy scores: CSS=1.01, Synergy_ZIP=0.630, Synergy_Bliss=0.390, Synergy_Loewe=-5.05, Synergy_HSA=-2.77. Drug 2: C(CN)CNCCSP(=O)(O)O. Drug 1: CN1C2=C(C=C(C=C2)N(CCCl)CCCl)N=C1CCCC(=O)O.Cl. (2) Synergy scores: CSS=3.62, Synergy_ZIP=0.948, Synergy_Bliss=6.67, Synergy_Loewe=-4.06, Synergy_HSA=-0.649. Drug 2: C1=CC=C(C=C1)NC(=O)CCCCCCC(=O)NO. Cell line: MDA-MB-231. Drug 1: CC1C(C(=O)NC(C(=O)N2CCCC2C(=O)N(CC(=O)N(C(C(=O)O1)C(C)C)C)C)C(C)C)NC(=O)C3=C4C(=C(C=C3)C)OC5=C(C(=O)C(=C(C5=N4)C(=O)NC6C(OC(=O)C(N(C(=O)CN(C(=O)C7CCCN7C(=O)C(NC6=O)C(C)C)C)C)C(C)C)C)N)C. (3) Drug 1: C1CCN(CC1)CCOC2=CC=C(C=C2)C(=O)C3=C(SC4=C3C=CC(=C4)O)C5=CC=C(C=C5)O. Drug 2: CCC1=CC2CC(C3=C(CN(C2)C1)C4=CC=CC=C4N3)(C5=C(C=C6C(=C5)C78CCN9C7C(C=CC9)(C(C(C8N6C)(C(=O)OC)O)OC(=O)C)CC)OC)C(=O)OC.C(C(C(=O)O)O)(C(=O)O)O. Cell line: NCIH23. Synergy scores: CSS=21.8, Synergy_ZIP=-0.315, Synergy_Bliss=-0.290, Synergy_Loewe=-29.6, Synergy_HSA=-2.61. (4) Drug 1: C1CNP(=O)(OC1)N(CCCl)CCCl. Drug 2: CC1C(C(CC(O1)OC2CC(CC3=C2C(=C4C(=C3O)C(=O)C5=CC=CC=C5C4=O)O)(C(=O)C)O)N)O. Cell line: MDA-MB-231. Synergy scores: CSS=38.2, Synergy_ZIP=0.0854, Synergy_Bliss=0.623, Synergy_Loewe=-70.8, Synergy_HSA=0.285. (5) Drug 1: C1=CC(=CC=C1C#N)C(C2=CC=C(C=C2)C#N)N3C=NC=N3. Drug 2: CC1CCC2CC(C(=CC=CC=CC(CC(C(=O)C(C(C(=CC(C(=O)CC(OC(=O)C3CCCCN3C(=O)C(=O)C1(O2)O)C(C)CC4CCC(C(C4)OC)O)C)C)O)OC)C)C)C)OC. Cell line: SK-MEL-28. Synergy scores: CSS=16.5, Synergy_ZIP=-2.45, Synergy_Bliss=3.09, Synergy_Loewe=1.72, Synergy_HSA=2.55. (6) Drug 2: CC(C)(C#N)C1=CC(=CC(=C1)CN2C=NC=N2)C(C)(C)C#N. Drug 1: CC1=C2C(C(=O)C3(C(CC4C(C3C(C(C2(C)C)(CC1OC(=O)C(C(C5=CC=CC=C5)NC(=O)OC(C)(C)C)O)O)OC(=O)C6=CC=CC=C6)(CO4)OC(=O)C)OC)C)OC. Synergy scores: CSS=39.3, Synergy_ZIP=0.367, Synergy_Bliss=-0.756, Synergy_Loewe=-29.7, Synergy_HSA=-0.180. Cell line: EKVX.